From a dataset of Full USPTO retrosynthesis dataset with 1.9M reactions from patents (1976-2016). Predict the reactants needed to synthesize the given product. (1) Given the product [CH3:15][N:11]1[C:12]2[C:8](=[CH:7][C:6]([N+:3]([O-:5])=[O:4])=[CH:14][CH:13]=2)[CH2:9][CH2:10]1, predict the reactants needed to synthesize it. The reactants are: [H-].[Na+].[N+:3]([C:6]1[CH:7]=[C:8]2[C:12](=[CH:13][CH:14]=1)[NH:11][CH2:10][CH2:9]2)([O-:5])=[O:4].[CH3:15]I.[NH4+].[Cl-]. (2) Given the product [O:19]([C:2]1[CH:3]=[C:4]([C:11]#[N:12])[C:5](=[CH:8][C:9]=1[O:23][C:20]1[CH:4]=[CH:3][CH:2]=[CH:9][CH:8]=1)[C:6]#[N:7])[C:13]1[CH:18]=[CH:17][CH:16]=[CH:15][CH:14]=1, predict the reactants needed to synthesize it. The reactants are: Cl[C:2]1[CH:3]=[C:4]([C:11]#[N:12])[C:5](=[CH:8][C:9]=1Cl)[C:6]#[N:7].[C:13]1([OH:19])[CH:18]=[CH:17][CH:16]=[CH:15][CH:14]=1.[C:20](=[O:23])([O-])[O-].[K+].[K+]. (3) Given the product [NH2:47][CH2:46][CH2:45][CH2:44][C:8]1[CH:7]=[C:6]([C:3]2([C:1]#[N:2])[CH2:5][CH2:4]2)[CH:11]=[C:10]([C:12]2[CH:17]=[CH:16][N:15]=[C:14]3[NH:18][N:19]=[C:20]([C:21]([F:23])([F:24])[F:22])[C:13]=23)[CH:9]=1, predict the reactants needed to synthesize it. The reactants are: [C:1]([C:3]1([C:6]2[CH:7]=[C:8]([CH2:44][CH2:45][CH2:46][NH:47]C(=O)OC(C)(C)C)[CH:9]=[C:10]([C:12]3[CH:17]=[CH:16][N:15]=[C:14]4[N:18](C(C5C=CC=CC=5)(C5C=CC=CC=5)C5C=CC=CC=5)[N:19]=[C:20]([C:21]([F:24])([F:23])[F:22])[C:13]=34)[CH:11]=2)[CH2:5][CH2:4]1)#[N:2].C([SiH](CC)CC)C.C(O)(C(F)(F)F)=O. (4) The reactants are: [C:1]([CH2:3][C:4]1[CH:12]=[CH:11][CH:10]=[CH:9][C:5]=1[C:6](O)=[O:7])#[N:2].[NH2:13][C:14]1[CH:18]=[C:17]([CH3:19])[NH:16][N:15]=1. Given the product [CH3:19][C:17]1[NH:16][N:15]=[C:14]([NH:13][C:1]2[NH:2][C:6](=[O:7])[C:5]3[C:4]([CH:3]=2)=[CH:12][CH:11]=[CH:10][CH:9]=3)[CH:18]=1, predict the reactants needed to synthesize it.